From a dataset of Forward reaction prediction with 1.9M reactions from USPTO patents (1976-2016). Predict the product of the given reaction. (1) The product is: [CH2:17]([C:12]1[CH:13]=[CH:14][CH:15]=[CH:16][C:11]=1[NH:10][C:8]([C:3]1[C:4]([CH3:7])=[N:5][S:6][C:2]=1[NH:1][C:20]1[CH:29]=[N:28][C:27]2[C:22](=[CH:23][CH:24]=[C:25]([F:30])[CH:26]=2)[N:21]=1)=[O:9])[CH3:18]. Given the reactants [NH2:1][C:2]1[S:6][N:5]=[C:4]([CH3:7])[C:3]=1[C:8]([NH:10][C:11]1[CH:16]=[CH:15][CH:14]=[CH:13][C:12]=1[CH2:17][CH3:18])=[O:9].Cl[C:20]1[CH:29]=[N:28][C:27]2[C:22](=[CH:23][CH:24]=[C:25]([F:30])[CH:26]=2)[N:21]=1.C(=O)([O-])[O-].[Cs+].[Cs+].CC1(C)C2C(=C(P(C3C=CC=CC=3)C3C=CC=CC=3)C=CC=2)OC2C(P(C3C=CC=CC=3)C3C=CC=CC=3)=CC=CC1=2, predict the reaction product. (2) Given the reactants C(C1C=C2C(=CC=1)NC(C(OCC)=O)=C2)#N.FC(F)(F)OC1C=CC(OCCO)=CC=1.C1(P(C2C=CC=CC=2)C2C=CC=CC=2)C=CC=CC=1.CC(OC(/N=N/C(OC(C)C)=O)=O)C.[C:65]([C:67]1[CH:68]=[C:69]2[C:73](=[CH:74][CH:75]=1)[N:72]([CH2:76][CH2:77][O:78][C:79]1[CH:84]=[CH:83][C:82]([O:85][C:86]([F:89])([F:88])[F:87])=[CH:81][CH:80]=1)[C:71]([C:90]([O:92]CC)=[O:91])=[CH:70]2)#[N:66].[OH-].[Na+].Cl, predict the reaction product. The product is: [C:65]([C:67]1[CH:68]=[C:69]2[C:73](=[CH:74][CH:75]=1)[N:72]([CH2:76][CH2:77][O:78][C:79]1[CH:80]=[CH:81][C:82]([O:85][C:86]([F:87])([F:88])[F:89])=[CH:83][CH:84]=1)[C:71]([C:90]([OH:92])=[O:91])=[CH:70]2)#[N:66]. (3) Given the reactants [C:1]1([C:7]2[N:8]=NS[CH:11]=2)[CH:6]=[CH:5][CH:4]=[CH:3][CH:2]=1.S1[CH:16]=[CH:15]N=C1, predict the reaction product. The product is: [C:1]1([C:7]2[NH:8][CH:15]=[CH:16][CH:11]=2)[CH:6]=[CH:5][CH:4]=[CH:3][CH:2]=1. (4) Given the reactants I[C:2]1[CH:7]=[N:6][CH:5]=[CH:4][N:3]=1.C([Mg]Cl)CCC.[Br:14][C:15]1[C:16]([F:23])=[C:17]([CH:20]=[CH:21][CH:22]=1)[CH:18]=[O:19], predict the reaction product. The product is: [Br:14][C:15]1[C:16]([F:23])=[C:17]([CH:18]([C:2]2[CH:7]=[N:6][CH:5]=[CH:4][N:3]=2)[OH:19])[CH:20]=[CH:21][CH:22]=1. (5) Given the reactants [CH2:1]([O:3][C:4](=[O:22])[CH2:5][N:6]([C:12]([O:14][CH2:15][C:16]1[CH:21]=[CH:20][CH:19]=[CH:18][CH:17]=1)=[O:13])[CH2:7][CH:8]([OH:11])CO)[CH3:2], predict the reaction product. The product is: [CH2:1]([O:3][C:4](=[O:22])[CH2:5][N:6]([C:12]([O:14][CH2:15][C:16]1[CH:21]=[CH:20][CH:19]=[CH:18][CH:17]=1)=[O:13])[CH2:7][CH:8]=[O:11])[CH3:2]. (6) The product is: [C:20]1([S:26][C:8]2[CH:9]=[C:10]([CH:13]=[CH:14][CH:15]=2)[CH:11]=[O:12])[CH:25]=[CH:24][CH:23]=[CH:22][CH:21]=1. Given the reactants C(=O)([O-])[O-].[K+].[K+].I[C:8]1[CH:9]=[C:10]([CH:13]=[CH:14][CH:15]=1)[CH:11]=[O:12].C(O)CO.[C:20]1([SH:26])[CH:25]=[CH:24][CH:23]=[CH:22][CH:21]=1, predict the reaction product. (7) Given the reactants C([N:8]1[C:12]2[CH:13]=[CH:14][C:15]([CH2:17][C:18]([O:20][C:21]([CH3:24])([CH3:23])[CH3:22])=[O:19])=[CH:16][C:11]=2[CH2:10][S:9]1(=[O:26])=[O:25])C1C=CC=CC=1, predict the reaction product. The product is: [O:25]=[S:9]1(=[O:26])[CH2:10][C:11]2[CH:16]=[C:15]([CH2:17][C:18]([O:20][C:21]([CH3:23])([CH3:22])[CH3:24])=[O:19])[CH:14]=[CH:13][C:12]=2[NH:8]1. (8) The product is: [ClH:24].[NH:1]([CH2:8][C:9]([NH:11][C:12]1[CH:17]=[CH:16][C:15]([C:18]2[CH:19]=[CH:20][N:21]=[CH:22][CH:23]=2)=[CH:14][CH:13]=1)=[O:10])[C:2]1[CH:7]=[CH:6][CH:5]=[CH:4][CH:3]=1. Given the reactants [NH:1]([CH2:8][C:9]([NH:11][C:12]1[CH:17]=[CH:16][C:15]([C:18]2[CH:23]=[CH:22][N:21]=[CH:20][CH:19]=2)=[CH:14][CH:13]=1)=[O:10])[C:2]1[CH:7]=[CH:6][CH:5]=[CH:4][CH:3]=1.[ClH:24], predict the reaction product. (9) Given the reactants [Br-].[CH:2]1[C:14]2[CH2:13][C:12]3[C:7](=[CH:8][CH:9]=[CH:10][CH:11]=3)[C:6]=2[CH:5]=[CH:4][C:3]=1[N:15]1[CH:19]=[CH:18][N+:17]([CH2:20][CH2:21][CH2:22][CH2:23][CH2:24][CH3:25])=[CH:16]1.[F:26][B-:27]([F:30])([F:29])[F:28].[Na+], predict the reaction product. The product is: [F:26][B-:27]([F:30])([F:29])[F:28].[CH:2]1[C:14]2[CH2:13][C:12]3[C:7](=[CH:8][CH:9]=[CH:10][CH:11]=3)[C:6]=2[CH:5]=[CH:4][C:3]=1[N:15]1[CH:19]=[CH:18][N+:17]([CH2:20][CH2:21][CH2:22][CH2:23][CH2:24][CH3:25])=[CH:16]1.